This data is from Full USPTO retrosynthesis dataset with 1.9M reactions from patents (1976-2016). The task is: Predict the reactants needed to synthesize the given product. (1) Given the product [NH2:20][C:11]1[C:10]2[N:9]=[C:8]([CH3:21])[N:7]([CH2:6][CH2:5][O:4][CH2:3][CH2:2][NH:1][C:36]([NH:35][C:29]3[CH:34]=[CH:33][CH:32]=[CH:31][CH:30]=3)=[O:37])[C:19]=2[C:18]2[CH:17]=[CH:16][CH:15]=[CH:14][C:13]=2[N:12]=1, predict the reactants needed to synthesize it. The reactants are: [NH2:1][CH2:2][CH2:3][O:4][CH2:5][CH2:6][N:7]1[C:19]2[C:18]3[CH:17]=[CH:16][CH:15]=[CH:14][C:13]=3[N:12]=[C:11]([NH2:20])[C:10]=2[N:9]=[C:8]1[CH3:21].C(N(CC)CC)C.[C:29]1([N:35]=[C:36]=[O:37])[CH:34]=[CH:33][CH:32]=[CH:31][CH:30]=1. (2) Given the product [CH2:14]([O:21][C:22]1[CH:23]=[C:24]2[C:29](=[CH:30][C:31]=1[O:32][CH3:33])[N:28]=[CH:27][C:26]([N+:34]([O-:36])=[O:35])=[C:25]2[CH:9]([C:10]#[N:11])[C:6]1[CH:7]=[CH:8][C:3]([C:1]#[N:2])=[CH:4][CH:5]=1)[C:15]1[CH:16]=[CH:17][CH:18]=[CH:19][CH:20]=1, predict the reactants needed to synthesize it. The reactants are: [C:1]([C:3]1[CH:8]=[CH:7][C:6]([CH2:9][C:10]#[N:11])=[CH:5][CH:4]=1)#[N:2].[H-].[Na+].[CH2:14]([O:21][C:22]1[CH:23]=[C:24]2[C:29](=[CH:30][C:31]=1[O:32][CH3:33])[N:28]=[CH:27][C:26]([N+:34]([O-:36])=[O:35])=[C:25]2Cl)[C:15]1[CH:20]=[CH:19][CH:18]=[CH:17][CH:16]=1.Cl. (3) The reactants are: [F:1][C:2]1[CH:10]=[C:9]2[C:5]([CH:6]=[CH:7][NH:8]2)=[CH:4][CH:3]=1.[NH:11]1[CH2:16][CH2:15][C:14](=O)[CH2:13][CH2:12]1.[OH-].[K+]. Given the product [F:1][C:2]1[CH:10]=[C:9]2[C:5]([C:6]([C:14]3[CH2:15][CH2:16][NH:11][CH2:12][CH:13]=3)=[CH:7][NH:8]2)=[CH:4][CH:3]=1, predict the reactants needed to synthesize it.